Dataset: Full USPTO retrosynthesis dataset with 1.9M reactions from patents (1976-2016). Task: Predict the reactants needed to synthesize the given product. (1) Given the product [Cl:1][C:2]1[CH:7]=[C:6]([O:8][CH2:9][C:10]([F:12])([F:13])[F:11])[CH:5]=[CH:4][C:3]=1[O:14][CH2:18][CH2:17][CH2:16][Br:15], predict the reactants needed to synthesize it. The reactants are: [Cl:1][C:2]1[CH:7]=[C:6]([O:8][CH2:9][C:10]([F:13])([F:12])[F:11])[CH:5]=[CH:4][C:3]=1[OH:14].[Br:15][CH2:16][CH2:17][CH2:18]Br.C(=O)([O-])[O-].[Cs+].[Cs+]. (2) Given the product [F:13][C:14]1[CH:23]=[CH:22][C:17]([O:18][CH2:19][CH2:20][S:12][C:10]2[N:11]=[C:4]3[N:3]=[C:2]([CH3:1])[CH:7]=[C:6]([CH3:8])[N:5]3[N:9]=2)=[CH:16][CH:15]=1, predict the reactants needed to synthesize it. The reactants are: [CH3:1][C:2]1[CH:7]=[C:6]([CH3:8])[N:5]2[N:9]=[C:10]([SH:12])[N:11]=[C:4]2[N:3]=1.[F:13][C:14]1[CH:23]=[CH:22][C:17]([O:18][CH2:19][CH2:20]Br)=[CH:16][CH:15]=1.